This data is from Full USPTO retrosynthesis dataset with 1.9M reactions from patents (1976-2016). The task is: Predict the reactants needed to synthesize the given product. (1) Given the product [Br:21][C:22]1[C:23]([OH:32])=[C:24]([CH2:29][CH2:30][N:4]2[CH2:5][CH2:6][N:1]([C:7]3[CH:16]=[CH:15][CH:14]=[C:13]4[C:8]=3[CH:9]=[CH:10][C:11]([C:17]([F:20])([F:18])[F:19])=[N:12]4)[CH2:2][CH2:3]2)[C:25]([F:28])=[CH:26][CH:27]=1, predict the reactants needed to synthesize it. The reactants are: [N:1]1([C:7]2[CH:16]=[CH:15][CH:14]=[C:13]3[C:8]=2[CH:9]=[CH:10][C:11]([C:17]([F:20])([F:19])[F:18])=[N:12]3)[CH2:6][CH2:5][NH:4][CH2:3][CH2:2]1.[Br:21][C:22]1[C:23]([OH:32])=[C:24]([CH2:29][CH:30]=O)[C:25]([F:28])=[CH:26][CH:27]=1.[O-]S([O-])(=O)=O.[Na+].[Na+].C(O[BH-](OC(=O)C)OC(=O)C)(=O)C.[Na+].[NH4+].[Cl-]. (2) Given the product [CH2:1]([O:3][C:4]([C:6]1[NH:7][C:8]2[C:13]([CH:14]=1)=[C:12]([CH3:15])[C:11]([O:16][C:17]1[CH:22]=[CH:21][C:20]([OH:23])=[C:19]([CH2:24][C:25]3[CH:26]=[CH:27][C:28]([F:31])=[CH:29][CH:30]=3)[CH:18]=1)=[C:10]([CH3:33])[CH:9]=2)=[O:5])[CH3:2], predict the reactants needed to synthesize it. The reactants are: [CH2:1]([O:3][C:4]([C:6]1[NH:7][C:8]2[C:13]([CH:14]=1)=[C:12]([CH3:15])[C:11]([O:16][C:17]1[CH:22]=[CH:21][C:20]([OH:23])=[C:19]([C:24](=O)[C:25]3[CH:30]=[CH:29][C:28]([F:31])=[CH:27][CH:26]=3)[CH:18]=1)=[C:10]([CH3:33])[CH:9]=2)=[O:5])[CH3:2].C([SiH](CC)CC)C.O.C(OCC)(=O)C. (3) Given the product [CH3:31][C:21]1[CH:26]=[CH:25][C:24]([S:27]([O:12][CH2:11][CH2:10][C:8]2[O:9][C:5]3[CH:4]=[CH:3][C:2]([Br:1])=[CH:13][C:6]=3[CH:7]=2)(=[O:29])=[O:28])=[CH:23][CH:22]=1, predict the reactants needed to synthesize it. The reactants are: [Br:1][C:2]1[CH:3]=[CH:4][C:5]2[O:9][C:8]([CH2:10][CH2:11][OH:12])=[CH:7][C:6]=2[CH:13]=1.C(N(CC)CC)C.[C:21]1([CH3:31])[CH:26]=[CH:25][C:24]([S:27](Cl)(=[O:29])=[O:28])=[CH:23][CH:22]=1. (4) The reactants are: [Cl:1][C:2]1[CH:9]=[C:8](F)[CH:7]=[CH:6][C:3]=1[CH:4]=[O:5].[F:11][C:12]([F:19])([F:18])[C:13]1[CH:17]=[CH:16][NH:15][N:14]=1.C(=O)([O-])[O-].[K+].[K+]. Given the product [Cl:1][C:2]1[CH:9]=[C:8]([N:15]2[CH:16]=[CH:17][C:13]([C:12]([F:19])([F:18])[F:11])=[N:14]2)[CH:7]=[CH:6][C:3]=1[CH:4]=[O:5], predict the reactants needed to synthesize it. (5) Given the product [F:21][C:22]1[CH:23]=[C:24]([CH2:29][C:30]([NH:1][N:2]2[N:11]=[C:10]([C:12]3[CH:17]=[CH:16][C:15]([CH3:18])=[C:14]([CH3:19])[CH:13]=3)[C:9]3[C:4](=[CH:5][CH:6]=[CH:7][CH:8]=3)[C:3]2=[O:20])=[O:31])[CH:25]=[C:26]([F:28])[CH:27]=1, predict the reactants needed to synthesize it. The reactants are: [NH2:1][N:2]1[N:11]=[C:10]([C:12]2[CH:17]=[CH:16][C:15]([CH3:18])=[C:14]([CH3:19])[CH:13]=2)[C:9]2[C:4](=[CH:5][CH:6]=[CH:7][CH:8]=2)[C:3]1=[O:20].[F:21][C:22]1[CH:23]=[C:24]([CH2:29][C:30](O)=[O:31])[CH:25]=[C:26]([F:28])[CH:27]=1.